This data is from NCI-60 drug combinations with 297,098 pairs across 59 cell lines. The task is: Regression. Given two drug SMILES strings and cell line genomic features, predict the synergy score measuring deviation from expected non-interaction effect. (1) Drug 1: C1CC(C1)(C(=O)O)C(=O)O.[NH2-].[NH2-].[Pt+2]. Drug 2: CC1=C(C=C(C=C1)C(=O)NC2=CC(=CC(=C2)C(F)(F)F)N3C=C(N=C3)C)NC4=NC=CC(=N4)C5=CN=CC=C5. Cell line: BT-549. Synergy scores: CSS=-2.88, Synergy_ZIP=3.30, Synergy_Bliss=1.54, Synergy_Loewe=-3.76, Synergy_HSA=-4.36. (2) Drug 1: CC1=C(N=C(N=C1N)C(CC(=O)N)NCC(C(=O)N)N)C(=O)NC(C(C2=CN=CN2)OC3C(C(C(C(O3)CO)O)O)OC4C(C(C(C(O4)CO)O)OC(=O)N)O)C(=O)NC(C)C(C(C)C(=O)NC(C(C)O)C(=O)NCCC5=NC(=CS5)C6=NC(=CS6)C(=O)NCCC[S+](C)C)O. Drug 2: C(CN)CNCCSP(=O)(O)O. Cell line: OVCAR3. Synergy scores: CSS=33.6, Synergy_ZIP=1.91, Synergy_Bliss=2.55, Synergy_Loewe=-26.6, Synergy_HSA=5.67. (3) Drug 2: C1=C(C(=O)NC(=O)N1)N(CCCl)CCCl. Drug 1: CC1=C(C=C(C=C1)NC2=NC=CC(=N2)N(C)C3=CC4=NN(C(=C4C=C3)C)C)S(=O)(=O)N.Cl. Cell line: EKVX. Synergy scores: CSS=8.28, Synergy_ZIP=-2.84, Synergy_Bliss=2.04, Synergy_Loewe=-2.96, Synergy_HSA=0.954. (4) Drug 1: CCC1(CC2CC(C3=C(CCN(C2)C1)C4=CC=CC=C4N3)(C5=C(C=C6C(=C5)C78CCN9C7C(C=CC9)(C(C(C8N6C=O)(C(=O)OC)O)OC(=O)C)CC)OC)C(=O)OC)O.OS(=O)(=O)O. Drug 2: COC1=NC(=NC2=C1N=CN2C3C(C(C(O3)CO)O)O)N. Cell line: SN12C. Synergy scores: CSS=15.7, Synergy_ZIP=-7.12, Synergy_Bliss=-3.40, Synergy_Loewe=-2.84, Synergy_HSA=-2.36. (5) Drug 1: COC1=CC(=CC(=C1O)OC)C2C3C(COC3=O)C(C4=CC5=C(C=C24)OCO5)OC6C(C(C7C(O6)COC(O7)C8=CC=CS8)O)O. Drug 2: CCC(=C(C1=CC=CC=C1)C2=CC=C(C=C2)OCCN(C)C)C3=CC=CC=C3.C(C(=O)O)C(CC(=O)O)(C(=O)O)O. Cell line: LOX IMVI. Synergy scores: CSS=32.2, Synergy_ZIP=-13.0, Synergy_Bliss=-9.26, Synergy_Loewe=-10.9, Synergy_HSA=-3.08. (6) Drug 1: C1=CC(=CC=C1CCC2=CNC3=C2C(=O)NC(=N3)N)C(=O)NC(CCC(=O)O)C(=O)O. Drug 2: C1=NC2=C(N1)C(=S)N=CN2. Cell line: ACHN. Synergy scores: CSS=23.9, Synergy_ZIP=-10.4, Synergy_Bliss=-4.18, Synergy_Loewe=-2.16, Synergy_HSA=-0.678. (7) Drug 1: CC1CCC2CC(C(=CC=CC=CC(CC(C(=O)C(C(C(=CC(C(=O)CC(OC(=O)C3CCCCN3C(=O)C(=O)C1(O2)O)C(C)CC4CCC(C(C4)OC)OCCO)C)C)O)OC)C)C)C)OC. Drug 2: C1CNP(=O)(OC1)N(CCCl)CCCl. Cell line: COLO 205. Synergy scores: CSS=5.48, Synergy_ZIP=-2.13, Synergy_Bliss=2.42, Synergy_Loewe=-3.78, Synergy_HSA=-0.210. (8) Drug 1: CC1C(C(CC(O1)OC2CC(CC3=C2C(=C4C(=C3O)C(=O)C5=C(C4=O)C(=CC=C5)OC)O)(C(=O)C)O)N)O.Cl. Drug 2: C1=CC(=CC=C1CC(C(=O)O)N)N(CCCl)CCCl.Cl. Cell line: A549. Synergy scores: CSS=43.2, Synergy_ZIP=-2.45, Synergy_Bliss=4.56, Synergy_Loewe=-8.56, Synergy_HSA=5.37.